From a dataset of Reaction yield outcomes from USPTO patents with 853,638 reactions. Predict the reaction yield, written as a fraction of the theoretical maximum amount of product (1.0 means a 100% yield; for example, 0.34 means a 34% yield). (1) The reactants are [O:1]=[C:2]1[CH:7]=[CH:6][CH2:5][C:4]2([CH2:12][CH2:11][N:10]([C:13]([O:15][C:16]([CH3:19])([CH3:18])[CH3:17])=[O:14])[CH2:9][CH2:8]2)[N:3]1[CH2:20][C:21]1[CH:29]=[CH:28][CH:27]=[C:26]2[C:22]=1[CH:23]=[CH:24][N:25]2[S:30]([C:33]1[CH:39]=[CH:38][C:36]([CH3:37])=[CH:35][CH:34]=1)(=[O:32])=[O:31]. The catalyst is CO.[Pd]. The product is [O:1]=[C:2]1[CH2:7][CH2:6][CH2:5][C:4]2([CH2:12][CH2:11][N:10]([C:13]([O:15][C:16]([CH3:18])([CH3:17])[CH3:19])=[O:14])[CH2:9][CH2:8]2)[N:3]1[CH2:20][C:21]1[CH:29]=[CH:28][CH:27]=[C:26]2[C:22]=1[CH:23]=[CH:24][N:25]2[S:30]([C:33]1[CH:39]=[CH:38][C:36]([CH3:37])=[CH:35][CH:34]=1)(=[O:32])=[O:31]. The yield is 0.990. (2) The catalyst is O1CCOCC1.[Pd].C(=CC(C=CC1C=CC=CC=1)=O)C1C=CC=CC=1.C(=CC(C=CC1C=CC=CC=1)=O)C1C=CC=CC=1.C(=CC(C=CC1C=CC=CC=1)=O)C1C=CC=CC=1. The product is [NH:31]1[C:35]2=[N:36][CH:37]=[CH:38][C:39]([C:16]3[N:15]=[C:14]4[N:9]([CH2:8][CH2:7][CH:4]5[CH2:5][CH2:6][O:1][CH2:2][CH2:3]5)[C:10](=[O:23])[CH2:11][NH:12][C:13]4=[N:18][CH:17]=3)=[C:34]2[CH:33]=[CH:32]1. The reactants are [O:1]1[CH2:6][CH2:5][CH:4]([CH2:7][CH2:8][N:9]2[C:14]3=[N:15][C:16]([Sn](C)(C)C)=[CH:17][N:18]=[C:13]3[NH:12][CH2:11][C:10]2=[O:23])[CH2:3][CH2:2]1.C(OC([N:31]1[C:35]2=[N:36][CH:37]=[CH:38][C:39](Br)=[C:34]2[CH:33]=[CH:32]1)=O)(C)(C)C.C1(C)C=CC=CC=1P(C1C=CC=CC=1C)C1C=CC=CC=1C.C(N(CC)CC)C. The yield is 0.350. (3) The reactants are [Cl:1][C:2]1[CH:7]=[CH:6][CH:5]=[C:4]([Cl:8])[C:3]=1[C:9]([NH:11][C@H:12]([C:33]([OH:35])=[O:34])[CH2:13][C:14]1[CH:19]=[CH:18][C:17]([C:20]2[C:21](=[O:32])[N:22]([CH3:31])[C:23]([CH3:30])=[CH:24][C:25]=2[C:26]([F:29])([F:28])[F:27])=[CH:16][CH:15]=1)=[O:10].C(=O)(O)[O-].[Na+].[C:41]([O:44][CH:45](Cl)[CH3:46])(=[O:43])[CH3:42].O. The catalyst is CN(C=O)C. The product is [C:41]([O:44][CH:45]([O:34][C:33](=[O:35])[C@H:12]([CH2:13][C:14]1[CH:15]=[CH:16][C:17]([C:20]2[C:21](=[O:32])[N:22]([CH3:31])[C:23]([CH3:30])=[CH:24][C:25]=2[C:26]([F:28])([F:29])[F:27])=[CH:18][CH:19]=1)[NH:11][C:9]([C:3]1[C:4]([Cl:8])=[CH:5][CH:6]=[CH:7][C:2]=1[Cl:1])=[O:10])[CH3:46])(=[O:43])[CH3:42]. The yield is 0.650.